Dataset: Reaction yield outcomes from USPTO patents with 853,638 reactions. Task: Predict the reaction yield, written as a fraction of the theoretical maximum amount of product (1.0 means a 100% yield; for example, 0.34 means a 34% yield). (1) The reactants are CS([O:5][CH2:6][CH2:7][CH2:8][C:9]1[O:13][N:12]=[C:11]([C:14]2[CH:19]=[CH:18][C:17]([C:20]([F:23])([F:22])[F:21])=[CH:16][CH:15]=2)[CH:10]=1)(=O)=O.[I-].[Na+].O[C:27]1[CH:28]=[C:29]([CH:34]=[CH:35][CH:36]=1)[C:30]([O:32]C)=[O:31].C(=O)([O-])[O-].[K+].[K+].Cl. The catalyst is CN(C)C=O. The product is [F:21][C:20]([F:23])([F:22])[C:17]1[CH:18]=[CH:19][C:14]([C:11]2[CH:10]=[C:9]([CH2:8][CH2:7][CH2:6][O:5][C:27]3[CH:28]=[C:29]([CH:34]=[CH:35][CH:36]=3)[C:30]([OH:32])=[O:31])[O:13][N:12]=2)=[CH:15][CH:16]=1. The yield is 0.740. (2) The reactants are [NH2:1][C@H:2]([C:6]([NH:8][CH:9]([CH:18]([OH:31])[CH2:19][O:20][C:21]1[C:26]([F:27])=[C:25]([F:28])[CH:24]=[C:23]([F:29])[C:22]=1[F:30])[CH2:10][C:11]([O:13][C:14]([CH3:17])([CH3:16])[CH3:15])=[O:12])=[O:7])[CH:3]([CH3:5])[CH3:4].[CH3:32][N:33]1[C:41]2[C:36](=[CH:37][CH:38]=[CH:39][CH:40]=2)[C:35]([CH3:42])=[C:34]1[C:43](O)=[O:44].CN1CCOCC1.C1C=CC2N(O)N=NC=2C=1.CCN=C=NCCCN(C)C. The catalyst is C(Cl)Cl. The product is [CH3:32][N:33]1[C:41]2[C:36](=[CH:37][CH:38]=[CH:39][CH:40]=2)[C:35]([CH3:42])=[C:34]1[C:43]([NH:1][C@H:2]([C:6]([NH:8][CH:9]([CH:18]([OH:31])[CH2:19][O:20][C:21]1[C:22]([F:30])=[C:23]([F:29])[CH:24]=[C:25]([F:28])[C:26]=1[F:27])[CH2:10][C:11]([O:13][C:14]([CH3:16])([CH3:17])[CH3:15])=[O:12])=[O:7])[CH:3]([CH3:5])[CH3:4])=[O:44]. The yield is 0.710. (3) The catalyst is C1(C)C=CC=CC=1. The reactants are [Cl:1][CH2:2][CH2:3][CH2:4][O:5][C:6]1[CH:11]=[CH:10][C:9]([C:12]2[S:13][C:14]3[CH2:19][CH:18](C(O)=O)[CH2:17][C:15]=3[N:16]=2)=[CH:8][CH:7]=1.C([N:25]([CH2:28]C)CC)C.C1(P(N=[N+]=[N-])(C2C=CC=CC=2)=[O:37])C=CC=CC=1.[CH2:47]([OH:54])[C:48]1[CH:53]=[CH:52][CH:51]=[CH:50][CH:49]=1. The yield is 1.00. The product is [Cl:1][CH2:2][CH2:3][CH2:4][O:5][C:6]1[CH:7]=[CH:8][C:9]([C:12]2[S:13][C:14]3[CH2:19][CH:18]([NH:25][C:28](=[O:37])[O:54][CH2:47][C:48]4[CH:53]=[CH:52][CH:51]=[CH:50][CH:49]=4)[CH2:17][C:15]=3[N:16]=2)=[CH:10][CH:11]=1. (4) The reactants are [Cl:1][C:2]1[CH:7]=[CH:6][CH:5]=[CH:4][C:3]=1[N:8]1[C:17]2[C:12](=[C:13]([C:20]3[CH:25]=[CH:24][CH:23]=[CH:22][C:21]=3[Cl:26])[CH:14]=[C:15]([O:18]C)[CH:16]=2)[CH:11]=[CH:10][C:9]1=[O:27].B(Br)(Br)Br. The catalyst is ClCCl. The product is [Cl:1][C:2]1[CH:7]=[CH:6][CH:5]=[CH:4][C:3]=1[N:8]1[C:17]2[C:12](=[C:13]([C:20]3[CH:25]=[CH:24][CH:23]=[CH:22][C:21]=3[Cl:26])[CH:14]=[C:15]([OH:18])[CH:16]=2)[CH:11]=[CH:10][C:9]1=[O:27]. The yield is 0.940. (5) The reactants are [SH:1][C:2]1[N:10]=[CH:9][CH:8]=[CH:7][C:3]=1[C:4]([OH:6])=[O:5].[OH-].[Na+].I[CH2:14][CH2:15][CH2:16][CH3:17]. The catalyst is CO. The product is [CH2:14]([S:1][C:2]1[N:10]=[CH:9][CH:8]=[CH:7][C:3]=1[C:4]([OH:6])=[O:5])[CH2:15][CH2:16][CH3:17]. The yield is 0.930. (6) The reactants are [CH3:1][C:2]([CH3:54])([CH2:10][C:11]([O:13][C@H:14]1[CH2:31][CH2:30][C@@:29]2([CH3:32])[C@@H:16]([CH2:17][CH2:18][C@:19]3([CH3:51])[C@@H:28]2[CH2:27][CH2:26][C@H:25]2[C@@:20]3([CH3:50])[CH2:21][CH2:22][C@@:23]3([CH2:40][CH2:41][NH:42]C(OC(C)(C)C)=O)[CH2:35][C:34](=[O:36])[C:33]([CH:37]([CH3:39])[CH3:38])=[C:24]32)[C:15]1([CH3:53])[CH3:52])=[O:12])[C:3]([O:5]C(C)(C)C)=[O:4].C(O)(C(F)(F)F)=O. The catalyst is C(Cl)Cl. The product is [NH2:42][CH2:41][CH2:40][C@:23]12[CH2:35][C:34](=[O:36])[C:33]([CH:37]([CH3:39])[CH3:38])=[C:24]1[C@@H:25]1[C@@:20]([CH3:50])([CH2:21][CH2:22]2)[C@@:19]2([CH3:51])[C@@H:28]([C@:29]3([CH3:32])[C@@H:16]([CH2:17][CH2:18]2)[C:15]([CH3:52])([CH3:53])[C@@H:14]([O:13][C:11](=[O:12])[CH2:10][C:2]([CH3:1])([CH3:54])[C:3]([OH:5])=[O:4])[CH2:31][CH2:30]3)[CH2:27][CH2:26]1. The yield is 0.737. (7) The reactants are CC(C)([O-])C.[Na+].[CH3:7][C:8]1([CH3:27])[C:12](=[O:13])[C:11]2[C:14]([CH3:26])=[C:15]([N:20]3[CH2:25][CH2:24][NH:23][CH2:22][CH2:21]3)[C:16]([CH3:19])=[C:17]([CH3:18])[C:10]=2[O:9]1.[C:28](N1CCNCC1)([O:30][C:31]([CH3:34])([CH3:33])[CH3:32])=[O:29].C1C=CC(P(C2C(C3C(P(C4C=CC=CC=4)C4C=CC=CC=4)=CC=C4C=3C=CC=C4)=C3C(C=CC=C3)=CC=2)C2C=CC=CC=2)=CC=1. The catalyst is C(OCC)(=O)C.C([O-])(=O)C.[Pd+2].C([O-])(=O)C.C1(C)C=CC=CC=1. The product is [CH3:7][C:8]1([CH3:27])[C:12](=[O:13])[C:11]2[C:14]([CH3:26])=[C:15]([N:20]3[CH2:21][CH2:22][N:23]([C:28]([O:30][C:31]([CH3:34])([CH3:33])[CH3:32])=[O:29])[CH2:24][CH2:25]3)[C:16]([CH3:19])=[C:17]([CH3:18])[C:10]=2[O:9]1. The yield is 0.530.